Dataset: Catalyst prediction with 721,799 reactions and 888 catalyst types from USPTO. Task: Predict which catalyst facilitates the given reaction. (1) Reactant: [NH2:1][C:2]1[CH:7]=[CH:6][C:5]([Br:8])=[CH:4][C:3]=1[CH:9]([NH:17][S:18]([C:20]([CH3:23])([CH3:22])[CH3:21])=[O:19])[C:10]1[CH:15]=[CH:14][C:13]([Cl:16])=[CH:12][CH:11]=1.CI.[CH2:26](N(CC)CC)C. Product: [NH2:1][C:2]1[CH:7]=[CH:6][C:5]([Br:8])=[CH:4][C:3]=1[CH:9]([N:17]([CH3:26])[S:18]([C:20]([CH3:23])([CH3:22])[CH3:21])=[O:19])[C:10]1[CH:11]=[CH:12][C:13]([Cl:16])=[CH:14][CH:15]=1. The catalyst class is: 3. (2) Reactant: Cl.C(O[C:5]([C:7]1[CH:8]=[C:9]2[C:13](=[CH:14][CH:15]=1)[NH:12][N:11]=[C:10]2[C:16]1[CH:25]=[CH:24][C:23]2[C:18](=[CH:19][CH:20]=[C:21]([O:26][CH2:27][C:28]3[CH:33]=[CH:32][CH:31]=[CH:30][N:29]=3)[CH:22]=2)[CH:17]=1)=[NH:6])C.[N:34]1([CH2:39][C:40]([NH:42][NH2:43])=O)[CH2:38][CH2:37][CH2:36][CH2:35]1.C(N(CC)CC)C. Product: [N:29]1[CH:30]=[CH:31][CH:32]=[CH:33][C:28]=1[CH2:27][O:26][C:21]1[CH:22]=[C:23]2[C:18](=[CH:19][CH:20]=1)[CH:17]=[C:16]([C:10]1[C:9]3[C:13](=[CH:14][CH:15]=[C:7]([C:5]4[N:6]=[C:40]([CH2:39][N:34]5[CH2:38][CH2:37][CH2:36][CH2:35]5)[NH:42][N:43]=4)[CH:8]=3)[NH:12][N:11]=1)[CH:25]=[CH:24]2. The catalyst class is: 8.